From a dataset of Rat liver microsome stability data. Regression/Classification. Given a drug SMILES string, predict its absorption, distribution, metabolism, or excretion properties. Task type varies by dataset: regression for continuous measurements (e.g., permeability, clearance, half-life) or binary classification for categorical outcomes (e.g., BBB penetration, CYP inhibition). Dataset: rlm. (1) The compound is N#Cc1ccccc1Cn1c(N2CCC[C@@H](N)C2)nc2ccc(F)cc2c1=O. The result is 0 (unstable in rat liver microsomes). (2) The molecule is CCCCCNc1oc(-c2cccc3ccccc23)nc1C#N. The result is 1 (stable in rat liver microsomes). (3) The compound is Cn1c(Nc2ccc(I)cc2F)c(C(=O)NOCCO)c2c1C(=O)CCC2. The result is 1 (stable in rat liver microsomes). (4) The molecule is NCC1(c2cccs2)CCCCC1. The result is 0 (unstable in rat liver microsomes).